From a dataset of Forward reaction prediction with 1.9M reactions from USPTO patents (1976-2016). Predict the product of the given reaction. (1) Given the reactants [Cl:1][C:2]1[CH:10]=[C:9]2[C:5]([C:6]([C:15]([N:17]3[CH2:22][CH2:21][CH:20]([C:23]4[CH:28]=[CH:27][CH:26]=[CH:25][C:24]=4[F:29])[CH2:19][CH2:18]3)=[O:16])=[CH:7][N:8]2[CH2:11][C:12](O)=[O:13])=[CH:4][CH:3]=1.C(OC(=O)[NH:36][CH2:37][CH2:38][NH2:39])(C)(C)C.Cl, predict the reaction product. The product is: [ClH:1].[NH2:36][CH2:37][CH2:38][NH:39][C:12](=[O:13])[CH2:11][N:8]1[C:9]2[C:5](=[CH:4][CH:3]=[C:2]([Cl:1])[CH:10]=2)[C:6]([C:15]([N:17]2[CH2:18][CH2:19][CH:20]([C:23]3[CH:28]=[CH:27][CH:26]=[CH:25][C:24]=3[F:29])[CH2:21][CH2:22]2)=[O:16])=[CH:7]1. (2) Given the reactants Cl.[CH2:2]([O:4][C:5](=[O:8])[CH2:6][NH2:7])[CH3:3].[BH3-]C#N.[Na+].[CH:13](=O)[C:14]1[CH:19]=[CH:18][C:17]([O:20][CH3:21])=[CH:16][CH:15]=1, predict the reaction product. The product is: [CH2:2]([O:4][C:5](=[O:8])[CH2:6][NH:7][CH2:13][C:14]1[CH:19]=[CH:18][C:17]([O:20][CH3:21])=[CH:16][CH:15]=1)[CH3:3].